Predict the reaction yield, written as a fraction of the theoretical maximum amount of product (1.0 means a 100% yield; for example, 0.34 means a 34% yield). From a dataset of Reaction yield outcomes from USPTO patents with 853,638 reactions. (1) The reactants are [Br:1][C:2]1[N:3]=[C:4]([N:21]=[C:22]([NH:24]O)[CH3:23])[C:5]([N:8]2[CH2:13][CH2:12][N:11](C(OC(C)(C)C)=O)[CH2:10][CH2:9]2)=[N:6][CH:7]=1. The catalyst is C([O-])(O)=O.[Na+]. The product is [Br:1][C:2]1[N:3]2[N:24]=[C:22]([CH3:23])[N:21]=[C:4]2[C:5]([N:8]2[CH2:13][CH2:12][NH:11][CH2:10][CH2:9]2)=[N:6][CH:7]=1. The yield is 0.610. (2) The reactants are [H-].[K+].[C:3]([O:7][C:8](=[O:19])[NH:9][C:10]1[CH:15]=[CH:14][C:13](Br)=[CH:12][C:11]=1[O:17][CH3:18])([CH3:6])([CH3:5])[CH3:4].C([Li])(C)(C)C.[CH2:25]([Si:28](Cl)([CH3:30])[CH3:29])[CH:26]=[CH2:27]. The catalyst is C1COCC1.CCCCCC.CCOC(C)=O.O. The product is [C:3]([O:7][C:8](=[O:19])[NH:9][C:10]1[CH:15]=[CH:14][C:13]([Si:28]([CH2:25][CH:26]=[CH2:27])([CH3:30])[CH3:29])=[CH:12][C:11]=1[O:17][CH3:18])([CH3:6])([CH3:5])[CH3:4]. The yield is 0.770. (3) The reactants are Br[C:2]1[CH:3]=[N:4][CH:5]=[C:6]([Br:10])[C:7]=1[CH2:8][CH3:9].CO.N#N.C([Li])CCC.CN(C)[CH:22]=[O:23]. The catalyst is O1CCCC1. The product is [Br:10][C:6]1[C:7]([CH2:8][CH3:9])=[C:2]([CH:22]=[O:23])[CH:3]=[N:4][CH:5]=1. The yield is 0.770. (4) The reactants are [C:1]([NH2:4])(=[S:3])[CH3:2].Cl[CH2:6][C:7](=O)[CH2:8][C:9]([O:11][CH2:12][CH3:13])=[O:10]. The catalyst is C1(C)C=CC=CC=1.O1CCOCC1. The product is [CH2:12]([O:11][C:9](=[O:10])[CH2:8][C:7]1[N:4]=[C:1]([CH3:2])[S:3][CH:6]=1)[CH3:13]. The yield is 0.320. (5) The reactants are [CH3:1][C:2]1([CH3:10])[CH2:7][C:6](=[O:8])[CH2:5][C:4](=[O:9])[CH2:3]1.C(N(CC)CC)C.[C:18]([O:21][CH2:22][C:23](Cl)=[O:24])(=[O:20])[CH3:19].C(O)(=O)C. The catalyst is CN(C1C=CN=CC=1)C.ClC(Cl)C. The product is [CH3:1][C:2]1([CH3:10])[CH2:7][C:6](=[O:8])[CH:5]([C:23](=[O:24])[CH2:22][O:21][C:18](=[O:20])[CH3:19])[C:4](=[O:9])[CH2:3]1. The yield is 0.340. (6) The reactants are CC(OI1(OC(C)=O)(OC(C)=O)OC(=O)C2C=CC=CC1=2)=O.[NH2:23][C:24]1[C:29]2=[C:30]([C:42]3[CH:47]=[CH:46][C:45]([NH:48][C:49]([NH:51][C:52]4[CH:57]=[C:56]([C:58]([F:61])([F:60])[F:59])[CH:55]=[CH:54][N:53]=4)=[O:50])=[CH:44][CH:43]=3)[C:31]([CH2:40][OH:41])=[C:32]([CH2:33][N:34]3[CH2:39][CH2:38][O:37][CH2:36][CH2:35]3)[N:28]2[N:27]=[CH:26][N:25]=1. The catalyst is CS(C)=O.CCOC(C)=O. The product is [NH2:23][C:24]1[C:29]2=[C:30]([C:42]3[CH:43]=[CH:44][C:45]([NH:48][C:49]([NH:51][C:52]4[CH:57]=[C:56]([C:58]([F:60])([F:61])[F:59])[CH:55]=[CH:54][N:53]=4)=[O:50])=[CH:46][CH:47]=3)[C:31]([CH:40]=[O:41])=[C:32]([CH2:33][N:34]3[CH2:39][CH2:38][O:37][CH2:36][CH2:35]3)[N:28]2[N:27]=[CH:26][N:25]=1. The yield is 0.753. (7) The reactants are CC(C)([O-])C.[K+].[CH2:7]([OH:19])[CH2:8][O:9][CH2:10][CH2:11][O:12][CH2:13][CH2:14][O:15][CH2:16][CH2:17][OH:18].[O:20]([CH2:50][C:51]1[CH:56]=[CH:55][CH:54]=[CH:53][CH:52]=1)[P:21](O[P:21]([O:22][CH2:23][C:24]1[CH:29]=[CH:28][CH:27]=[CH:26][CH:25]=1)([O:20][CH2:50][C:51]1[CH:56]=[CH:55][CH:54]=[CH:53][CH:52]=1)=[O:30])(=[O:30])[O:22][CH2:23][C:24]1[CH:29]=[CH:28][CH:27]=[CH:26][CH:25]=1.C(O)(=O)C. The catalyst is O1CCCC1. The product is [P:21]([O:18][CH2:17][CH2:16][O:15][CH2:14][CH2:13][O:12][CH2:11][CH2:10][O:9][CH2:8][CH2:7][OH:19])([O:20][CH2:50][C:51]1[CH:56]=[CH:55][CH:54]=[CH:53][CH:52]=1)([O:22][CH2:23][C:24]1[CH:29]=[CH:28][CH:27]=[CH:26][CH:25]=1)=[O:30]. The yield is 0.500. (8) The reactants are [C:1]([OH:5])(=[O:4])[CH2:2][OH:3].C([N:10]([C:16]([O:18][CH2:19][C:20]1[CH:25]=[CH:24][CH:23]=[CH:22][CH:21]=1)=[O:17])[CH2:11][CH2:12][C:13]([OH:15])=[O:14])(C)(C)C. The catalyst is C(O)=O. The product is [C:1]([OH:5])(=[O:4])[CH2:2][OH:3].[C:16]([NH:10][CH2:11][CH2:12][C:13]([OH:15])=[O:14])([O:18][CH2:19][C:20]1[CH:25]=[CH:24][CH:23]=[CH:22][CH:21]=1)=[O:17]. The yield is 0.800. (9) The reactants are Cl.Cl[CH2:3][C:4]1[CH:9]=[CH:8][N:7]=[CH:6][CH:5]=1.[CH3:10][NH2:11].CCO. No catalyst specified. The product is [CH3:10][NH:11][CH2:3][C:4]1[CH:9]=[CH:8][N:7]=[CH:6][CH:5]=1. The yield is 0.790.